The task is: Predict the reaction yield, written as a fraction of the theoretical maximum amount of product (1.0 means a 100% yield; for example, 0.34 means a 34% yield).. This data is from Reaction yield outcomes from USPTO patents with 853,638 reactions. (1) The reactants are [CH3:1][O:2][C:3]1[C:4]([CH:9]=O)=[N:5][CH:6]=[CH:7][N:8]=1.Cl.[O:12]1[C:16]2[C:17]([CH2:21][CH2:22][CH:23]3[CH2:28][CH2:27][NH:26][CH2:25][CH2:24]3)=[CH:18][CH:19]=[CH:20][C:15]=2[CH:14]=[CH:13]1.C(O[BH-](OC(=O)C)OC(=O)C)(=O)C.[Na+].C(=O)([O-])[O-].[Na+].[Na+]. The catalyst is C(OCC)(=O)C.O1CCCC1. The product is [O:12]1[C:16]2[C:17]([CH2:21][CH2:22][CH:23]3[CH2:28][CH2:27][N:26]([CH2:9][C:4]4[C:3]([O:2][CH3:1])=[N:8][CH:7]=[CH:6][N:5]=4)[CH2:25][CH2:24]3)=[CH:18][CH:19]=[CH:20][C:15]=2[CH:14]=[CH:13]1. The yield is 0.820. (2) The reactants are [N+:1]([C:4]1[CH:9]=[CH:8][C:7]([C:10]([CH3:17])([CH3:16])[C:11]([O:13][CH2:14][CH3:15])=[O:12])=[CH:6][CH:5]=1)([O-])=O.C([O-])=O.[K+]. The catalyst is CCO.O.[Pd]. The product is [NH2:1][C:4]1[CH:5]=[CH:6][C:7]([C:10]([CH3:16])([CH3:17])[C:11]([O:13][CH2:14][CH3:15])=[O:12])=[CH:8][CH:9]=1. The yield is 0.850. (3) The reactants are [O:1]=[C:2]([CH3:9])[CH2:3][C:4]([O:6][CH2:7][CH3:8])=[O:5].[CH3:10][CH2:11][O-].[Na+].[CH2:14]1C[CH2:15]1. The catalyst is CCO. The product is [CH:11]1([CH2:10][CH:3]([C:2](=[O:1])[CH3:9])[C:4]([O:6][CH2:7][CH3:8])=[O:5])[CH2:15][CH2:14]1. The yield is 0.840. (4) The reactants are [CH2:1]1[C:13]2[NH:12][C:11]3[C:6](=[CH:7][CH:8]=[CH:9][CH:10]=3)[C:5]=2[CH2:4][CH2:3][N:2]1[C:14]1[N:19]=[CH:18][C:17]([C:20]([O:22][CH3:23])=[O:21])=[CH:16][N:15]=1.[CH3:24]C(C)([O-])C.[K+].CI. The catalyst is CN(C=O)C.CCOC(C)=O. The product is [CH3:24][N:12]1[C:13]2[CH2:1][N:2]([C:14]3[N:15]=[CH:16][C:17]([C:20]([O:22][CH3:23])=[O:21])=[CH:18][N:19]=3)[CH2:3][CH2:4][C:5]=2[C:6]2[C:11]1=[CH:10][CH:9]=[CH:8][CH:7]=2. The yield is 0.765. (5) The reactants are [Cl:1][C:2]1[CH:3]=[C:4]([C:9]2([CH:15]([OH:17])[CH3:16])[CH2:14][CH2:13][CH2:12][CH2:11][CH2:10]2)[CH:5]=[CH:6][C:7]=1[Cl:8].CC(OI1(OC(C)=O)(OC(C)=O)OC(=O)C2C=CC=CC1=2)=O. The catalyst is C(Cl)Cl. The product is [Cl:1][C:2]1[CH:3]=[C:4]([C:9]2([C:15](=[O:17])[CH3:16])[CH2:14][CH2:13][CH2:12][CH2:11][CH2:10]2)[CH:5]=[CH:6][C:7]=1[Cl:8]. The yield is 0.670. (6) The reactants are [CH2:1]([C:5]1[CH:6]=[C:7]2[C:11](=[CH:12][CH:13]=1)[NH:10][C:9]([CH:14]=[O:15])=[CH:8]2)[CH2:2][CH2:3][CH3:4].CI.[C:18](=O)([O-])[O-].[K+].[K+]. The catalyst is CN(C)C=O. The product is [CH2:1]([C:5]1[CH:6]=[C:7]2[C:11](=[CH:12][CH:13]=1)[N:10]([CH3:18])[C:9]([CH:14]=[O:15])=[CH:8]2)[CH2:2][CH2:3][CH3:4]. The yield is 0.180. (7) The reactants are [OH:1][CH2:2][CH:3]([CH2:5][OH:6])[OH:4].[C:7]([OH:22])(=O)[CH2:8][CH2:9][CH2:10][CH2:11][CH2:12][CH2:13][CH2:14][CH2:15][CH2:16][CH2:17][CH2:18][CH2:19][CH3:20]. The catalyst is [Pd]. The product is [CH2:20]([O:1][CH2:2][CH:3]([CH2:5][OH:6])[OH:4])[CH2:19][CH2:18][CH2:17][CH2:16][CH2:15][CH2:14][CH2:13][CH2:12][CH2:11][CH2:10][CH2:9][CH2:8][CH3:7].[CH3:2][CH2:3][O:22][CH2:7][CH3:8]. The yield is 0.410.